This data is from Retrosynthesis with 50K atom-mapped reactions and 10 reaction types from USPTO. The task is: Predict the reactants needed to synthesize the given product. (1) Given the product COCc1c(C(C)C)nc(N(C)C)c(CO)c1-c1ccc(F)cc1, predict the reactants needed to synthesize it. The reactants are: COCc1c(C(C)C)nc(N(C)C)c(C(=O)OC)c1-c1ccc(F)cc1. (2) Given the product CC(C)(C)OC(=O)NC(CC(=O)N1CCCC1CN)Cc1ccccc1F, predict the reactants needed to synthesize it. The reactants are: CC(C)(C)OC(=O)NC(CC(=O)N1CCCC1CNC(=O)C(F)(F)F)Cc1ccccc1F. (3) Given the product CCC#CCOc1ncnc(Cl)c1F, predict the reactants needed to synthesize it. The reactants are: CCC#CCO.Fc1c(Cl)ncnc1Cl.